The task is: Predict the reactants needed to synthesize the given product.. This data is from Full USPTO retrosynthesis dataset with 1.9M reactions from patents (1976-2016). (1) Given the product [CH:1]([N:14]1[CH2:17][CH:16]([C:18]([N:22]([CH3:23])[CH3:21])=[O:20])[CH2:15]1)([C:8]1[CH:13]=[CH:12][CH:11]=[CH:10][CH:9]=1)[C:2]1[CH:7]=[CH:6][CH:5]=[CH:4][CH:3]=1, predict the reactants needed to synthesize it. The reactants are: [CH:1]([N:14]1[CH2:17][CH:16]([C:18]([OH:20])=O)[CH2:15]1)([C:8]1[CH:13]=[CH:12][CH:11]=[CH:10][CH:9]=1)[C:2]1[CH:7]=[CH:6][CH:5]=[CH:4][CH:3]=1.[CH3:21][NH:22][CH3:23].ON1C2C=CC=CC=2N=N1.Cl.C(N=C=NCCCN(C)C)C.C(=O)([O-])O.[Na+]. (2) Given the product [Cl:14][C:10]1[N:11]=[C:7]([C:3]2[CH:2]=[N:1][CH:6]=[CH:5][CH:4]=2)[NH:8][C:9]=1[CH2:12][OH:13], predict the reactants needed to synthesize it. The reactants are: [N:1]1[CH:6]=[CH:5][CH:4]=[C:3]([C:7]2[NH:8][C:9]([CH2:12][OH:13])=[CH:10][N:11]=2)[CH:2]=1.[Cl:14]N1C(=O)CCC1=O.O.[Cl-].[Na+]. (3) Given the product [NH2:30][CH2:28][CH2:29][C:2]1[S:3][C:4]2[CH:10]=[C:9]([C:11]3[N:15]([CH:16]4[CH2:21][CH2:20][CH2:19][CH2:18][CH2:17]4)[CH:14]=[N:13][C:12]=3[C:22]3[CH:27]=[CH:26][CH:25]=[CH:24][CH:23]=3)[CH:8]=[CH:7][C:5]=2[N:6]=1, predict the reactants needed to synthesize it. The reactants are: Cl[C:2]1[S:3][C:4]2[CH:10]=[C:9]([C:11]3[N:15]([CH:16]4[CH2:21][CH2:20][CH2:19][CH2:18][CH2:17]4)[CH:14]=[N:13][C:12]=3[C:22]3[CH:27]=[CH:26][CH:25]=[CH:24][CH:23]=3)[CH:8]=[CH:7][C:5]=2[N:6]=1.[CH2:28]([NH2:30])[CH3:29]. (4) Given the product [C:3]([O:7][C:8]([NH:10][C@H:11]1[C@@H:15]([CH3:16])[CH2:14][N:13]([C:17]2[C:27]([F:28])=[CH:26][C:20]([C:21]([OH:23])=[O:22])=[C:19]([F:29])[C:18]=2[CH3:30])[CH2:12]1)=[O:9])([CH3:6])([CH3:4])[CH3:5], predict the reactants needed to synthesize it. The reactants are: [OH-].[Na+].[C:3]([O:7][C:8]([NH:10][C@H:11]1[C@@H:15]([CH3:16])[CH2:14][N:13]([C:17]2[C:27]([F:28])=[CH:26][C:20]([C:21]([O:23]CC)=[O:22])=[C:19]([F:29])[C:18]=2[CH3:30])[CH2:12]1)=[O:9])([CH3:6])([CH3:5])[CH3:4].Cl. (5) Given the product [C:36]([NH:20][C:17]1[CH:18]=[C:19]2[C:14](=[CH:15][C:16]=1[C:21]1[CH:22]=[N:23][N:24]([CH:26]3[CH2:28][CH2:27]3)[CH:25]=1)[N:13]([C:29]([O:31][CH:32]([CH3:34])[CH3:33])=[O:30])[CH2:12][C@H:11]([CH3:35])[N:10]2[C:7](=[O:9])[CH3:8])(=[O:38])[CH3:37], predict the reactants needed to synthesize it. The reactants are: N1C=CC=CC=1.[C:7]([N:10]1[C:19]2[C:14](=[CH:15][C:16]([C:21]3[CH:22]=[N:23][N:24]([CH:26]4[CH2:28][CH2:27]4)[CH:25]=3)=[C:17]([NH2:20])[CH:18]=2)[N:13]([C:29]([O:31][CH:32]([CH3:34])[CH3:33])=[O:30])[CH2:12][C@@H:11]1[CH3:35])(=[O:9])[CH3:8].[C:36](OC(=O)C)(=[O:38])[CH3:37]. (6) Given the product [CH:8]1([C:5]2[N:4]=[CH:3][C:2]([C:16]3[CH:17]=[CH:18][C:13]([CH:11]=[O:12])=[CH:14][CH:15]=3)=[CH:7][CH:6]=2)[CH2:10][CH2:9]1, predict the reactants needed to synthesize it. The reactants are: Br[C:2]1[CH:3]=[N:4][C:5]([CH:8]2[CH2:10][CH2:9]2)=[CH:6][CH:7]=1.[CH:11]([C:13]1[CH:18]=[CH:17][C:16](B(O)O)=[CH:15][CH:14]=1)=[O:12].P([O-])([O-])([O-])=O.[K+].[K+].[K+].C(O)CO.